The task is: Predict the reactants needed to synthesize the given product.. This data is from Full USPTO retrosynthesis dataset with 1.9M reactions from patents (1976-2016). (1) Given the product [Br:1][C:2]1[CH:7]=[C:6]([S:8]([CH2:11][CH3:12])(=[O:10])=[O:9])[CH:5]=[CH:4][C:3]=1[O:22][C:16]1[CH:17]=[CH:18][C:19]([F:21])=[CH:20][C:15]=1[F:14], predict the reactants needed to synthesize it. The reactants are: [Br:1][C:2]1[CH:7]=[C:6]([S:8]([CH2:11][CH3:12])(=[O:10])=[O:9])[CH:5]=[CH:4][C:3]=1F.[F:14][C:15]1[CH:20]=[C:19]([F:21])[CH:18]=[CH:17][C:16]=1[OH:22].C([O-])([O-])=O.[Cs+].[Cs+].CC(=O)OCC. (2) Given the product [C:1]1([CH:7]([C:28]2[CH:29]=[CH:30][CH:31]=[CH:32][CH:33]=2)[CH2:8][NH:9][C:10]2[N:18]=[C:17]([C:19]([NH:42][CH2:41][CH2:40][N:34]3[CH2:39][CH2:38][CH2:37][CH2:36][CH2:35]3)=[O:20])[N:16]=[C:15]3[C:11]=2[N:12]=[CH:13][N:14]3[CH:22]2[CH2:27][CH2:26][CH2:25][CH2:24][O:23]2)[CH:2]=[CH:3][CH:4]=[CH:5][CH:6]=1, predict the reactants needed to synthesize it. The reactants are: [C:1]1([CH:7]([C:28]2[CH:33]=[CH:32][CH:31]=[CH:30][CH:29]=2)[CH2:8][NH:9][C:10]2[N:18]=[C:17]([C:19](O)=[O:20])[N:16]=[C:15]3[C:11]=2[N:12]=[CH:13][N:14]3[CH:22]2[CH2:27][CH2:26][CH2:25][CH2:24][O:23]2)[CH:6]=[CH:5][CH:4]=[CH:3][CH:2]=1.[N:34]1([CH2:40][CH2:41][NH2:42])[CH2:39][CH2:38][CH2:37][CH2:36][CH2:35]1.O. (3) Given the product [NH2:32][C:31]1[S:30][C:3]2[CH:4]=[C:5]([O:6][C:7]3[CH:8]=[C:9]([NH:14][C:15](=[O:27])[C:16]4[CH:21]=[CH:20][CH:19]=[C:18]([C:22]5([C:25]#[N:26])[CH2:24][CH2:23]5)[CH:17]=4)[CH:10]=[CH:11][C:12]=3[CH3:13])[CH:28]=[CH:29][C:2]=2[N:1]=1, predict the reactants needed to synthesize it. The reactants are: [NH2:1][C:2]1[CH:29]=[CH:28][C:5]([O:6][C:7]2[CH:8]=[C:9]([NH:14][C:15](=[O:27])[C:16]3[CH:21]=[CH:20][CH:19]=[C:18]([C:22]4([C:25]#[N:26])[CH2:24][CH2:23]4)[CH:17]=3)[CH:10]=[CH:11][C:12]=2[CH3:13])=[CH:4][CH:3]=1.[S-:30][C:31]#[N:32].[K+].BrBr. (4) The reactants are: [Cl:1][C:2]1[CH:7]=[CH:6][N:5]([CH:8]([CH:10]([CH3:12])[CH3:11])[CH3:9])[C:4](=[O:13])[C:3]=1[CH:14]=O.Cl.[NH2:17][OH:18].C([O-])(=O)C.[Na+]. Given the product [Cl:1][C:2]1[CH:7]=[CH:6][N:5]([CH:8]([CH:10]([CH3:12])[CH3:11])[CH3:9])[C:4](=[O:13])[C:3]=1[CH:14]=[N:17][OH:18], predict the reactants needed to synthesize it. (5) Given the product [Cl:1][C:2]1[CH:7]=[CH:6][C:5]([S:8]([CH:11]([C:25]2[CH:30]=[C:29]([F:31])[CH:28]=[CH:27][C:26]=2[F:32])[C:12]2[C:17]([F:18])=[CH:16][N:15]=[C:14]([CH2:19][CH2:20][C:21]([OH:23])=[O:22])[CH:13]=2)(=[O:10])=[O:9])=[CH:4][CH:3]=1, predict the reactants needed to synthesize it. The reactants are: [Cl:1][C:2]1[CH:7]=[CH:6][C:5]([S:8]([CH:11]([C:25]2[CH:30]=[C:29]([F:31])[CH:28]=[CH:27][C:26]=2[F:32])[C:12]2[C:17]([F:18])=[CH:16][N:15]=[C:14]([CH2:19][CH2:20][C:21]([O:23]C)=[O:22])[CH:13]=2)(=[O:10])=[O:9])=[CH:4][CH:3]=1.[OH-].[Na+].Cl. (6) Given the product [CH3:32][N:17]([C@H:18]([C:20]1[CH:25]=[CH:24][CH:23]=[CH:22][CH:21]=1)[CH3:19])[C:16]1[C:7]([C:1]2[CH:2]=[CH:3][CH:4]=[CH:5][CH:6]=2)=[N:8][C:9]2[C:14]([N:15]=1)=[CH:13][C:12]([C:26]([OH:28])=[O:27])=[CH:11][CH:10]=2, predict the reactants needed to synthesize it. The reactants are: [C:1]1([C:7]2[C:16]([NH:17][C@H:18]([C:20]3[CH:25]=[CH:24][CH:23]=[CH:22][CH:21]=3)[CH3:19])=[N:15][C:14]3[C:9](=[CH:10][CH:11]=[C:12]([C:26]([O:28]C)=[O:27])[CH:13]=3)[N:8]=2)[CH:6]=[CH:5][CH:4]=[CH:3][CH:2]=1.[H-].[Na+].[CH3:32]I.Cl. (7) Given the product [CH2:10]([O:9][C:7]([CH:4]1[CH2:5][CH2:6][CH:2]([OH:1])[CH2:3]1)=[O:8])[CH3:11], predict the reactants needed to synthesize it. The reactants are: [O:1]=[C:2]1[CH2:6][CH2:5][CH:4]([C:7]([O:9][CH2:10][CH3:11])=[O:8])[CH2:3]1.[BH4-].[Na+].O. (8) Given the product [CH3:29][S:26]([C:23]1[CH:24]=[CH:25][C:20]([C:17]2[CH:16]=[CH:15][C:14]([O:13][CH2:12][CH:9]3[CH2:8][CH2:7][N:6]([CH2:4][CH2:3][C:2]([F:30])([F:31])[F:1])[CH2:11][CH2:10]3)=[CH:19][CH:18]=2)=[CH:21][CH:22]=1)(=[O:28])=[O:27], predict the reactants needed to synthesize it. The reactants are: [F:1][C:2]([F:31])([F:30])[CH2:3][C:4]([N:6]1[CH2:11][CH2:10][CH:9]([CH2:12][O:13][C:14]2[CH:19]=[CH:18][C:17]([C:20]3[CH:25]=[CH:24][C:23]([S:26]([CH3:29])(=[O:28])=[O:27])=[CH:22][CH:21]=3)=[CH:16][CH:15]=2)[CH2:8][CH2:7]1)=O.[H-].[H-].[H-].[H-].[Li+].[Al+3].O. (9) The reactants are: ClC1C=C2NC(=O)C3(C(CC(C)(C)C)[CH2:14][C:13](=[O:21])[NH:12][CH:11]3[C:22]3[CH:27]=[CH:26][CH:25]=[C:24]([Cl:28])[CH:23]=3)C2=CC=1.C(OC([N:35]1[C:43]2[C:38](=[CH:39][CH:40]=[C:41]([Cl:44])[CH:42]=2)/[C:37](=[CH:45]/[C:46]2[CH:51]=[CH:50][CH:49]=[CH:48][CH:47]=2)/[C:36]1=[O:52])=O)C.CO.[OH-].[Na+]. Given the product [Cl:44][C:41]1[CH:42]=[C:43]2[NH:35][C:36](=[O:52])[C:37]3([CH:45]([C:46]4[CH:47]=[CH:48][CH:49]=[CH:50][CH:51]=4)[CH2:14][C:13](=[O:21])[NH:12][CH:11]3[C:22]3[CH:27]=[CH:26][CH:25]=[C:24]([Cl:28])[CH:23]=3)[C:38]2=[CH:39][CH:40]=1, predict the reactants needed to synthesize it. (10) Given the product [O:9]=[C:5]1[NH:6][CH2:7][CH2:8][N:4]1[CH2:3][C:2]([OH:11])=[O:1], predict the reactants needed to synthesize it. The reactants are: [OH:1][CH2:2][CH2:3][N:4]1[CH2:8][CH2:7][NH:6][C:5]1=[O:9].C(=O)(O)[O-:11].[Na+].[Br-].[Na+].ClN1C(=O)N(Cl)C(=O)N(Cl)C1=O.